From a dataset of Forward reaction prediction with 1.9M reactions from USPTO patents (1976-2016). Predict the product of the given reaction. The product is: [Br:1][C:2]1[CH:8]=[CH:7][C:5]([NH:6][CH2:12][C:11]2[C:10]([F:9])=[CH:17][CH:16]=[CH:15][C:14]=2[F:18])=[CH:4][CH:3]=1. Given the reactants [Br:1][C:2]1[CH:8]=[CH:7][C:5]([NH2:6])=[CH:4][CH:3]=1.[F:9][C:10]1[CH:17]=[CH:16][CH:15]=[C:14]([F:18])[C:11]=1[CH:12]=O.C(O)(=O)C.C([BH3-])#N.[Na+], predict the reaction product.